From a dataset of Catalyst prediction with 721,799 reactions and 888 catalyst types from USPTO. Predict which catalyst facilitates the given reaction. (1) Reactant: [CH2:1]([N:3]1[CH2:8][C:7]([CH3:10])([CH3:9])[O:6][C:5](=[O:11])[CH:4]1[CH2:12][C:13]([OH:15])=O)[CH3:2].C(N(C(C)C)CC)(C)C.CN(C(ON1N=NC2C=CC=NC1=2)=[N+](C)C)C.F[P-](F)(F)(F)(F)F.[NH2:49][C:50]1[CH:55]=[CH:54][N:53]=[CH:52][CH:51]=1. Product: [CH2:1]([N:3]1[CH2:8][C:7]([CH3:9])([CH3:10])[O:6][C:5](=[O:11])[CH:4]1[CH2:12][C:13]([NH:49][C:50]1[CH:55]=[CH:54][N:53]=[CH:52][CH:51]=1)=[O:15])[CH3:2]. The catalyst class is: 3. (2) Product: [Cl:20][CH2:15][C:12]1[N:11]=[N:10][C:9]([C:6]2[CH:7]=[CH:8][C:3]([O:2][CH3:1])=[CH:4][C:5]=2[C:16]([F:19])([F:18])[F:17])=[CH:14][CH:13]=1. The catalyst class is: 26. Reactant: [CH3:1][O:2][C:3]1[CH:8]=[CH:7][C:6]([C:9]2[N:10]=[N:11][C:12]([CH3:15])=[CH:13][CH:14]=2)=[C:5]([C:16]([F:19])([F:18])[F:17])[CH:4]=1.[Cl:20]N1C(=O)N(Cl)C(=O)N(Cl)C1=O.